From a dataset of NCI-60 drug combinations with 297,098 pairs across 59 cell lines. Regression. Given two drug SMILES strings and cell line genomic features, predict the synergy score measuring deviation from expected non-interaction effect. (1) Drug 1: CC1=C(N=C(N=C1N)C(CC(=O)N)NCC(C(=O)N)N)C(=O)NC(C(C2=CN=CN2)OC3C(C(C(C(O3)CO)O)O)OC4C(C(C(C(O4)CO)O)OC(=O)N)O)C(=O)NC(C)C(C(C)C(=O)NC(C(C)O)C(=O)NCCC5=NC(=CS5)C6=NC(=CS6)C(=O)NCCC[S+](C)C)O. Drug 2: CC(C)(C#N)C1=CC(=CC(=C1)CN2C=NC=N2)C(C)(C)C#N. Cell line: NCI/ADR-RES. Synergy scores: CSS=36.0, Synergy_ZIP=-2.78, Synergy_Bliss=-5.08, Synergy_Loewe=-8.61, Synergy_HSA=-2.93. (2) Drug 1: CC1C(C(=O)NC(C(=O)N2CCCC2C(=O)N(CC(=O)N(C(C(=O)O1)C(C)C)C)C)C(C)C)NC(=O)C3=C4C(=C(C=C3)C)OC5=C(C(=O)C(=C(C5=N4)C(=O)NC6C(OC(=O)C(N(C(=O)CN(C(=O)C7CCCN7C(=O)C(NC6=O)C(C)C)C)C)C(C)C)C)N)C. Drug 2: CC1CCC2CC(C(=CC=CC=CC(CC(C(=O)C(C(C(=CC(C(=O)CC(OC(=O)C3CCCCN3C(=O)C(=O)C1(O2)O)C(C)CC4CCC(C(C4)OC)OCCO)C)C)O)OC)C)C)C)OC. Cell line: NCI-H522. Synergy scores: CSS=3.35, Synergy_ZIP=-1.41, Synergy_Bliss=3.86, Synergy_Loewe=3.11, Synergy_HSA=4.14. (3) Drug 1: CC1C(C(=O)NC(C(=O)N2CCCC2C(=O)N(CC(=O)N(C(C(=O)O1)C(C)C)C)C)C(C)C)NC(=O)C3=C4C(=C(C=C3)C)OC5=C(C(=O)C(=C(C5=N4)C(=O)NC6C(OC(=O)C(N(C(=O)CN(C(=O)C7CCCN7C(=O)C(NC6=O)C(C)C)C)C)C(C)C)C)N)C. Drug 2: C1C(C(OC1N2C=C(C(=O)NC2=O)F)CO)O. Cell line: SNB-19. Synergy scores: CSS=33.5, Synergy_ZIP=-7.12, Synergy_Bliss=-1.95, Synergy_Loewe=-5.35, Synergy_HSA=0.321. (4) Drug 2: CN1C2=C(C=C(C=C2)N(CCCl)CCCl)N=C1CCCC(=O)O.Cl. Cell line: HOP-62. Drug 1: C(=O)(N)NO. Synergy scores: CSS=2.16, Synergy_ZIP=0.719, Synergy_Bliss=6.43, Synergy_Loewe=-4.64, Synergy_HSA=-3.27. (5) Drug 1: CN(C)C1=NC(=NC(=N1)N(C)C)N(C)C. Drug 2: CC1=C2C(C(=O)C3(C(CC4C(C3C(C(C2(C)C)(CC1OC(=O)C(C(C5=CC=CC=C5)NC(=O)OC(C)(C)C)O)O)OC(=O)C6=CC=CC=C6)(CO4)OC(=O)C)O)C)O. Cell line: BT-549. Synergy scores: CSS=29.3, Synergy_ZIP=2.18, Synergy_Bliss=2.73, Synergy_Loewe=-45.6, Synergy_HSA=-1.24. (6) Drug 1: CC(C)(C#N)C1=CC(=CC(=C1)CN2C=NC=N2)C(C)(C)C#N. Drug 2: CN(CCCl)CCCl.Cl. Cell line: HCT116. Synergy scores: CSS=19.5, Synergy_ZIP=4.61, Synergy_Bliss=5.27, Synergy_Loewe=-1.37, Synergy_HSA=-1.10.